This data is from Forward reaction prediction with 1.9M reactions from USPTO patents (1976-2016). The task is: Predict the product of the given reaction. (1) The product is: [CH3:12][O:13][C:14]1[CH:15]=[C:16]([CH:42]=[CH:43][C:44]=1[O:45][CH3:46])[CH2:17][CH:18]1[C:27]2[C:22](=[CH:23][C:24]([O:29][CH3:30])=[C:25]([O:28][CH:5]([CH3:7])[CH2:8][CH3:51])[CH:26]=2)[CH2:21][CH2:20][N:19]1[CH2:31][C:32]([NH:34][CH2:35][C:36]1[CH:41]=[CH:40][CH:39]=[CH:38][CH:37]=1)=[O:33]. Given the reactants ClC(Cl)(Cl)C(=N)O[C:5]([CH3:8])([CH3:7])C.[CH3:12][O:13][C:14]1[CH:15]=[C:16]([CH:42]=[CH:43][C:44]=1[O:45][CH3:46])[CH2:17][CH:18]1[C:27]2[C:22](=[CH:23][C:24]([O:29][CH3:30])=[C:25]([OH:28])[CH:26]=2)[CH2:21][CH2:20][N:19]1[CH2:31][C:32]([NH:34][CH2:35][C:36]1[CH:41]=[CH:40][CH:39]=[CH:38][CH:37]=1)=[O:33].B(F)(F)F.[CH3:51]COCC.C([O-])(O)=O.[Na+], predict the reaction product. (2) Given the reactants Cl[C:2]1[N:7]=[CH:6][N:5]=[C:4]([NH:8][C:9]2[CH:14]=[CH:13][CH:12]=[C:11]([CH2:15][S:16]([CH:19]([CH3:21])[CH3:20])(=[O:18])=[O:17])[CH:10]=2)[N:3]=1.[F:22][C:23]1[CH:24]=[CH:25][C:26]([O:32][CH2:33][C:34]2[CH:39]=[CH:38][CH:37]=[C:36]([F:40])[CH:35]=2)=[C:27](B(O)O)[CH:28]=1, predict the reaction product. The product is: [F:22][C:23]1[CH:28]=[CH:27][C:26]([O:32][CH2:33][C:34]2[CH:39]=[CH:38][CH:37]=[C:36]([F:40])[CH:35]=2)=[C:25]([C:2]2[N:7]=[CH:6][N:5]=[C:4]([NH:8][C:9]3[CH:14]=[CH:13][CH:12]=[C:11]([CH2:15][S:16]([CH:19]([CH3:21])[CH3:20])(=[O:18])=[O:17])[CH:10]=3)[N:3]=2)[CH:24]=1. (3) Given the reactants [CH2:1]([O:8][CH2:9][C@H:10]1[O:15][C@@H:14]([O:16][CH2:17][C@H:18]2[O:24][C@H:22]([OH:23])[C@H:21]([NH:25][C:26](=[O:48])[CH2:27][C@H:28]([O:40][CH2:41][C:42]3[CH:47]=[CH:46][CH:45]=[CH:44][CH:43]=3)[CH2:29][CH2:30][CH2:31][CH2:32][CH2:33][CH2:34][CH2:35][CH2:36][CH2:37][CH2:38][CH3:39])[C@@H:20]([O:49][C:50](=[O:72])[CH2:51][C@H:52]([O:64][CH2:65][C:66]3[CH:71]=[CH:70][CH:69]=[CH:68][CH:67]=3)[CH2:53][CH2:54][CH2:55][CH2:56][CH2:57][CH2:58][CH2:59][CH2:60][CH2:61][CH2:62][CH3:63])[C@@H:19]2[O:73][CH2:74][C:75]2[CH:80]=[CH:79][CH:78]=[CH:77][CH:76]=2)[C@H:13]([NH:81][C:82](=[O:110])[CH2:83][C@H:84]([O:96][C:97](=[O:109])[CH2:98][CH2:99][CH2:100][CH2:101][CH2:102][CH2:103][CH2:104][CH2:105][CH2:106][CH2:107][CH3:108])[CH2:85][CH2:86][CH2:87][CH2:88][CH2:89][CH2:90][CH2:91][CH2:92][CH2:93][CH2:94][CH3:95])[C@@H:12]([O:111][C:112](=[O:142])[CH2:113][C@H:114]([O:126][C:127](=[O:141])[CH2:128][CH2:129][CH2:130][CH2:131][CH2:132][CH2:133][CH2:134][CH2:135][CH2:136][CH2:137][CH2:138][CH2:139][CH3:140])[CH2:115][CH2:116][CH2:117][CH2:118][CH2:119][CH2:120][CH2:121][CH2:122][CH2:123][CH2:124][CH3:125])[C@@H:11]1[O:143][P:144]1(=[O:155])[O:150][CH2:149][C:148]2[CH:151]=[CH:152][CH:153]=[CH:154][C:147]=2[CH2:146][O:145]1)[C:2]1[CH:7]=[CH:6][CH:5]=[CH:4][CH:3]=1.[O:156]([CH2:186][C:187]1[CH:192]=[CH:191][CH:190]=[CH:189][CH:188]=1)[P:157](O[P:157]([O:158][CH2:159][C:160]1[CH:165]=[CH:164][CH:163]=[CH:162][CH:161]=1)([O:156][CH2:186][C:187]1[CH:192]=[CH:191][CH:190]=[CH:189][CH:188]=1)=[O:166])(=[O:166])[O:158][CH2:159][C:160]1[CH:165]=[CH:164][CH:163]=[CH:162][CH:161]=1.C[Si]([N-][Si](C)(C)C)(C)C.[Li+], predict the reaction product. The product is: [CH2:186]([O:156][P:157]([C@@:22]1([O:24][C@H:18]([CH2:17][O:16][C@@H:14]2[O:15][C@H:10]([CH2:9][O:8][CH2:1][C:2]3[CH:3]=[CH:4][CH:5]=[CH:6][CH:7]=3)[C@@H:11]([O:143][P:144]3(=[O:155])[O:145][CH2:146][C:147]4[CH:154]=[CH:153][CH:152]=[CH:151][C:148]=4[CH2:149][O:150]3)[C@H:12]([O:111][C:112](=[O:142])[CH2:113][C@H:114]([O:126][C:127](=[O:141])[CH2:128][CH2:129][CH2:130][CH2:131][CH2:132][CH2:133][CH2:134][CH2:135][CH2:136][CH2:137][CH2:138][CH2:139][CH3:140])[CH2:115][CH2:116][CH2:117][CH2:118][CH2:119][CH2:120][CH2:121][CH2:122][CH2:123][CH2:124][CH3:125])[C@H:13]2[NH:81][C:82](=[O:110])[CH2:83][C@H:84]([O:96][C:97](=[O:109])[CH2:98][CH2:99][CH2:100][CH2:101][CH2:102][CH2:103][CH2:104][CH2:105][CH2:106][CH2:107][CH3:108])[CH2:85][CH2:86][CH2:87][CH2:88][CH2:89][CH2:90][CH2:91][CH2:92][CH2:93][CH2:94][CH3:95])[C@@H:19]([O:73][CH2:74][C:75]2[CH:80]=[CH:79][CH:78]=[CH:77][CH:76]=2)[C@H:20]([O:49][C:50](=[O:72])[CH2:51][C@H:52]([O:64][CH2:65][C:66]2[CH:67]=[CH:68][CH:69]=[CH:70][CH:71]=2)[CH2:53][CH2:54][CH2:55][CH2:56][CH2:57][CH2:58][CH2:59][CH2:60][CH2:61][CH2:62][CH3:63])[C@H:21]1[NH:25][C:26](=[O:48])[CH2:27][C@H:28]([O:40][CH2:41][C:42]1[CH:43]=[CH:44][CH:45]=[CH:46][CH:47]=1)[CH2:29][CH2:30][CH2:31][CH2:32][CH2:33][CH2:34][CH2:35][CH2:36][CH2:37][CH2:38][CH3:39])[OH:23])([O:158][CH2:159][C:160]1[CH:165]=[CH:164][CH:163]=[CH:162][CH:161]=1)=[O:166])[C:187]1[CH:188]=[CH:189][CH:190]=[CH:191][CH:192]=1.